This data is from Full USPTO retrosynthesis dataset with 1.9M reactions from patents (1976-2016). The task is: Predict the reactants needed to synthesize the given product. (1) Given the product [CH3:1][O:2][C:3]1[CH:4]=[CH:5][C:6]2[O:10][C:9]([CH:11]([NH:21][C:22]3[CH:23]=[CH:24][C:25]([C:26]([O:28][CH3:29])=[O:27])=[CH:30][CH:31]=3)[C:13]3[CH:18]=[CH:17][CH:16]=[CH:15][CH:14]=3)=[C:8]([CH3:19])[C:7]=2[CH:20]=1, predict the reactants needed to synthesize it. The reactants are: [CH3:1][O:2][C:3]1[CH:4]=[CH:5][C:6]2[O:10][C:9]([C:11]([C:13]3[CH:18]=[CH:17][CH:16]=[CH:15][CH:14]=3)=O)=[C:8]([CH3:19])[C:7]=2[CH:20]=1.[NH2:21][C:22]1[CH:31]=[CH:30][C:25]([C:26]([O:28][CH3:29])=[O:27])=[CH:24][CH:23]=1.C(=O)([O-])O.[Na+].C([BH3-])#N.[Na+]. (2) Given the product [C:7]([O:10][C:11]1[CH:19]=[CH:18][CH:17]=[CH:16][C:12]=1[C:13]([NH:20][C:21]1[CH:33]=[C:32]([C:34]2[CH:35]=[CH:36][CH:37]=[CH:38][CH:39]=2)[CH:31]=[CH:30][C:22]=1[C:23]([O:25][C:26]([CH3:29])([CH3:28])[CH3:27])=[O:24])=[O:15])(=[O:9])[CH3:8], predict the reactants needed to synthesize it. The reactants are: C(Cl)(=O)C(Cl)=O.[C:7]([O:10][C:11]1[CH:19]=[CH:18][CH:17]=[CH:16][C:12]=1[C:13]([OH:15])=O)(=[O:9])[CH3:8].[NH2:20][C:21]1[CH:33]=[C:32]([C:34]2[CH:39]=[CH:38][CH:37]=[CH:36][CH:35]=2)[CH:31]=[CH:30][C:22]=1[C:23]([O:25][C:26]([CH3:29])([CH3:28])[CH3:27])=[O:24].C(=O)([O-])O.[Na+].